Task: Binary Classification. Given a miRNA mature sequence and a target amino acid sequence, predict their likelihood of interaction.. Dataset: Experimentally validated miRNA-target interactions with 360,000+ pairs, plus equal number of negative samples (1) The miRNA is cel-miR-56-3p with sequence UACCCGUAAUGUUUCCGCUGAG. The protein sequence of the target gene is MSLPNTSSASEDKMCEGNRTAMASPQLLPLVVVLSSISLVTVGLNLLVLYAVRSERKLHTVGNLYIVSLSVADLIVGAVVMPMNILYLIMTKWSLGRPLCLFWLSMDYVASTASIFSVFILCIDRYRSVQQPLRYLRYRTKTRASATILGAWFLSFLWVIPILGWHHFTPLAPELREDKCETDFYNVTWFKIMTAIINFYLPTLLMLWFYVKIYKAVRRHCQHRQLTNGSLPTFLEIKLRSEDAKEGAKKPGKESPWGVQKRPSRDPTGGLDQKSTSEDPKVTSPTVFSQEGERETVTRP.... Result: 0 (no interaction). (2) Result: 0 (no interaction). The protein sequence of the target gene is MAFSGCQAPYLSPAVPFSGTIQGGLQDGFQITVNGAVLSCSGTRFAVDFQTGFSGNDIAFHFNPRFEDGGYVVCNTRQKGTWGPEERKMHMPFQKGMPFDLCFLVQSSDFKVMVNGSLFVQYFHRVPFHRVDTISVNGSVQLSYISFQNPRAVPVQPAFSTVPFSQPVCFPPRPRGRRQKPPSVRPANPAPITQTVIHTVQSASGQMFSQTPAIPPMMYPHPAYPMPFITTIPGGLYPSKSIILSGTVLPSAQRFHINLCSGSHIAFHMNPRFDENAVVRNTQINNSWGSEERSLPRKMP.... The miRNA is hsa-miR-4764-5p with sequence UGGAUGUGGAAGGAGUUAUCU.